This data is from Drug half-life prediction data from Obach et al.. The task is: Regression/Classification. Given a drug SMILES string, predict its absorption, distribution, metabolism, or excretion properties. Task type varies by dataset: regression for continuous measurements (e.g., permeability, clearance, half-life) or binary classification for categorical outcomes (e.g., BBB penetration, CYP inhibition). For this dataset (half_life_obach), we predict log10(half-life) (log10 of half-life in hours). (1) The molecule is CN[C@H]1[C@@H](O)[C@@H](NC)[C@H](O)[C@H]2O[C@@H]3O[C@H](C)CC(=O)[C@]3(O)O[C@H]12. The log10(half-life) is 0.260. (2) The drug is O=C1CN=C(c2ccccc2Cl)c2cc(Cl)ccc2N1. The log10(half-life) is 2.30. (3) The drug is C=C[C@H]1CN2CC[C@H]1C[C@@H]2[C@@H](O)c1ccnc2ccc(OC)cc12. The log10(half-life) is 0.820.